From a dataset of Peptide-MHC class II binding affinity with 134,281 pairs from IEDB. Regression. Given a peptide amino acid sequence and an MHC pseudo amino acid sequence, predict their binding affinity value. This is MHC class II binding data. (1) The peptide sequence is VVIFILLMLVTPSMT. The MHC is DRB1_1302 with pseudo-sequence DRB1_1302. The binding affinity (normalized) is 0.519. (2) The peptide sequence is VTLRIRNVRFSDEGG. The MHC is DRB4_0101 with pseudo-sequence DRB4_0103. The binding affinity (normalized) is 0.676. (3) The peptide sequence is FPKEVWEQIFSTWLL. The MHC is HLA-DPA10201-DPB10501 with pseudo-sequence HLA-DPA10201-DPB10501. The binding affinity (normalized) is 0.154. (4) The peptide sequence is LKGIQSLRKLSSVCL. The MHC is DRB1_0405 with pseudo-sequence DRB1_0405. The binding affinity (normalized) is 0.584. (5) The peptide sequence is GELQIVDQIDAAFKI. The MHC is DRB3_0101 with pseudo-sequence DRB3_0101. The binding affinity (normalized) is 0.678.